Dataset: Catalyst prediction with 721,799 reactions and 888 catalyst types from USPTO. Task: Predict which catalyst facilitates the given reaction. (1) Reactant: C[O:2][C:3](=O)[CH2:4][CH2:5][C:6]1[C:7](=[O:20])[N:8]([CH2:11][CH2:12][C:13]2[CH:18]=[CH:17][CH:16]=[CH:15][C:14]=2[F:19])[CH2:9][CH:10]=1.CO.[NH2:24][O:25][K].C(O)(=O)C. Product: [F:19][C:14]1[CH:15]=[CH:16][CH:17]=[CH:18][C:13]=1[CH2:12][CH2:11][N:8]1[CH2:9][CH:10]=[C:6]([CH2:5][CH2:4][C:3]([NH:24][OH:25])=[O:2])[C:7]1=[O:20]. The catalyst class is: 254. (2) Reactant: [N+:1]([C:4]1[CH:5]=[CH:6][C:7]2[N:12]=[C:11]([C:13]3[CH:18]=[CH:17][C:16]([C:19]([CH3:22])([CH3:21])[CH3:20])=[CH:15][CH:14]=3)[O:10][C:9](=[O:23])[C:8]=2[CH:24]=1)([O-:3])=[O:2].[NH2:25][C:26]1[CH:34]=[C:33]2[C:29]([CH:30]=[N:31][NH:32]2)=[CH:28][CH:27]=1. Product: [C:19]([C:16]1[CH:17]=[CH:18][C:13]([C:11]([NH:12][C:7]2[CH:6]=[CH:5][C:4]([N+:1]([O-:3])=[O:2])=[CH:24][C:8]=2[C:9]([NH:25][C:26]2[CH:34]=[C:33]3[C:29]([CH:30]=[N:31][NH:32]3)=[CH:28][CH:27]=2)=[O:23])=[O:10])=[CH:14][CH:15]=1)([CH3:20])([CH3:22])[CH3:21]. The catalyst class is: 11.